This data is from Catalyst prediction with 721,799 reactions and 888 catalyst types from USPTO. The task is: Predict which catalyst facilitates the given reaction. Reactant: [CH3:1][S:2]([NH2:5])(=[O:4])=[O:3].[H-].[Na+].CS([C:12]1[N:13]=[C:14]([C:29]2[CH:34]=[CH:33][CH:32]=[CH:31][CH:30]=2)[C:15]2[CH:21]=[CH:20][C:19](=[O:22])[N:18]([C:23]3[CH:28]=[CH:27][CH:26]=[CH:25][CH:24]=3)[C:16]=2[N:17]=1)(=O)=O.O. Product: [O:22]=[C:19]1[N:18]([C:23]2[CH:28]=[CH:27][CH:26]=[CH:25][CH:24]=2)[C:16]2[N:17]=[C:12]([NH:5][S:2]([CH3:1])(=[O:4])=[O:3])[N:13]=[C:14]([C:29]3[CH:34]=[CH:33][CH:32]=[CH:31][CH:30]=3)[C:15]=2[CH:21]=[CH:20]1. The catalyst class is: 3.